Dataset: Reaction yield outcomes from USPTO patents with 853,638 reactions. Task: Predict the reaction yield, written as a fraction of the theoretical maximum amount of product (1.0 means a 100% yield; for example, 0.34 means a 34% yield). (1) The reactants are [NH:1]1[C:9]2[C:4](=[CH:5][CH:6]=[CH:7][N:8]=2)[C:3]([C:10](=[O:15])[C:11]([O:13]C)=[O:12])=[CH:2]1.C([O-])([O-])=O.[K+:20].[K+]. The catalyst is CO.O. The product is [NH:1]1[C:9]2[C:4](=[CH:5][CH:6]=[CH:7][N:8]=2)[C:3]([C:10](=[O:15])[C:11]([O-:13])=[O:12])=[CH:2]1.[K+:20]. The yield is 0.904. (2) The reactants are [CH:1]([N:4]1[CH:12]=[N:11][C:10]2[C:5]1=[N:6][C:7]([N:20]1[CH2:25][CH2:24][O:23][CH2:22][CH2:21]1)=[N:8][C:9]=2[C:13]1[CH:14]=[N:15][C:16]([NH2:19])=[N:17][CH:18]=1)([CH3:3])[CH3:2].C1C(=O)N([Br:33])C(=O)C1. The catalyst is C(Cl)(Cl)Cl. The product is [Br:33][C:12]1[N:4]([CH:1]([CH3:3])[CH3:2])[C:5]2[C:10]([N:11]=1)=[C:9]([C:13]1[CH:14]=[N:15][C:16]([NH2:19])=[N:17][CH:18]=1)[N:8]=[C:7]([N:20]1[CH2:25][CH2:24][O:23][CH2:22][CH2:21]1)[N:6]=2. The yield is 0.520. (3) The reactants are [CH3:1][O:2][C:3](=[O:38])[CH:4]([N:16]1[CH2:21][CH2:20][N:19]([S:22]([C:25]2[CH:30]=[CH:29][CH:28]=[CH:27][C:26]=2[N+:31]([O-:33])=[O:32])(=[O:24])=[O:23])[CH:18]([CH2:34][O:35][CH3:36])[C:17]1=O)[CH2:5][C:6]1[CH:15]=[CH:14][C:13]2[C:8](=[CH:9][CH:10]=[CH:11][CH:12]=2)[CH:7]=1.CO. The catalyst is C1COCC1. The product is [CH3:1][O:2][C:3](=[O:38])[CH:4]([N:16]1[CH2:21][CH2:20][N:19]([S:22]([C:25]2[CH:30]=[CH:29][CH:28]=[CH:27][C:26]=2[N+:31]([O-:33])=[O:32])(=[O:23])=[O:24])[CH:18]([CH2:34][O:35][CH3:36])[CH2:17]1)[CH2:5][C:6]1[CH:15]=[CH:14][C:13]2[C:8](=[CH:9][CH:10]=[CH:11][CH:12]=2)[CH:7]=1. The yield is 0.640. (4) The reactants are [Cl:1][C:2]1[CH:3]=[C:4]([NH:9][C:10]2[C:11]3[CH2:18][C:17](=[O:19])[N:16]([CH3:20])[C:12]=3[N:13]=[CH:14][N:15]=2)[CH:5]=[CH:6][C:7]=1[F:8].[CH:21]([C:23]1[NH:27][C:26]([CH3:28])=[C:25]([CH2:29][CH2:30][C:31]([OH:33])=[O:32])[C:24]=1[CH3:34])=O. The catalyst is N1CCCCC1.C(O)C. The product is [Cl:1][C:2]1[CH:3]=[C:4]([NH:9][C:10]2[C:11]3[C:18](=[CH:21][C:23]4[NH:27][C:26]([CH3:28])=[C:25]([CH2:29][CH2:30][C:31]([OH:33])=[O:32])[C:24]=4[CH3:34])[C:17](=[O:19])[N:16]([CH3:20])[C:12]=3[N:13]=[CH:14][N:15]=2)[CH:5]=[CH:6][C:7]=1[F:8]. The yield is 0.230. (5) The reactants are F[C:2]1[CH:10]=[CH:9][C:8]2[N:7]([CH2:11][C:12]3[CH:21]=[CH:20][C:15]([C:16]([O:18][CH3:19])=[O:17])=[CH:14][CH:13]=3)[C:6]3[CH2:22][CH2:23][N:24]([CH2:27][CH2:28]O)[C:25](=[O:26])[C:5]=3[C:4]=2[CH:3]=1.CCN(C(C)C)C(C)C.CS(Cl)(=O)=O.[OH:44][CH2:45][C@@H:46]1[CH2:50][CH2:49][CH2:48][NH:47]1. The catalyst is C(#N)C. The product is [OH:44][CH2:45][C@@H:46]1[CH2:50][CH2:49][CH2:48][N:47]1[CH2:28][CH2:27][N:24]1[CH2:23][CH2:22][C:6]2[N:7]([CH2:11][C:12]3[CH:21]=[CH:20][C:15]([C:16]([O:18][CH3:19])=[O:17])=[CH:14][CH:13]=3)[C:8]3[CH:9]=[CH:10][CH:2]=[CH:3][C:4]=3[C:5]=2[C:25]1=[O:26]. The yield is 0.600. (6) The reactants are [N:1]1([CH2:6][CH2:7][CH2:8][S:9]([C:12]2[CH:17]=[CH:16][C:15]([NH:18][C:19]3[N:24]=[CH:23][C:22]([CH:25]=[CH2:26])=[CH:21][N:20]=3)=[CH:14][CH:13]=2)(=[O:11])=[O:10])CC[CH2:3][CH2:2]1.[C:27](O)([C:29](F)(F)F)=O. The catalyst is C(Cl)Cl. The product is [NH:1]1[CH2:6][CH2:7][CH:8]([S:9]([C:12]2[CH:17]=[CH:16][C:15]([NH:18][C:19]3[N:24]=[CH:23][C:22](/[CH:25]=[CH:26]/[C:12]4[CH:13]=[CH:14][C:15]5[N:18]=[C:19]([NH2:24])[NH:20][C:27]=5[CH:29]=4)=[CH:21][N:20]=3)=[CH:14][CH:13]=2)(=[O:11])=[O:10])[CH2:3][CH2:2]1. The yield is 0.350.